This data is from Blood-brain barrier permeability regression values from the B3DB database. The task is: Regression/Classification. Given a drug SMILES string, predict its absorption, distribution, metabolism, or excretion properties. Task type varies by dataset: regression for continuous measurements (e.g., permeability, clearance, half-life) or binary classification for categorical outcomes (e.g., BBB penetration, CYP inhibition). For this dataset (b3db_regression), we predict Y. (1) The compound is CO. The Y is 0.0200 log(BB ratio). (2) The molecule is CN[C@H]1CC[C@H](C2=CC=CC=C12)C3=CC(=C(C=C3)Cl)Cl. The Y is 1.60 log(BB ratio). (3) The molecule is CC(=O)NC1CCC(CC1)CCN2CCN(CC2)C3=C(C(=CC=C3)Cl)Cl. The Y is 1.08 log(BB ratio). (4) The Y is -0.930 log(BB ratio). The compound is CC1=C(C=CC=C1O)C(=O)NC(CSC2=CC=CC=C2)C(CN3CC4CCCCC4CC3C(=O)NC(C)(C)C)O. (5) The molecule is C1CC(=O)NC(=O)C1N2C(=O)C3=CC=CC=C3C2=O. The Y is -0.0500 log(BB ratio). (6) The drug is C=CC#N. The Y is -0.400 log(BB ratio). (7) The drug is C=COC=C. The Y is 0.100 log(BB ratio). (8) The Y is -0.0700 log(BB ratio). The compound is COC1=C(C2=C(C[C@H]3C4=CC(=C(C=C4CCN3C2)OC)OC)C=C1)OC. (9) The molecule is C(Cl)Cl. The Y is -0.300 log(BB ratio). (10) The compound is CN1CC[C@]23[C@@H]4[C@H]1CC5=C2C(=C(C=C5)OC)O[C@H]3[C@@H](C=C4)O. The Y is 0.550 log(BB ratio).